This data is from Full USPTO retrosynthesis dataset with 1.9M reactions from patents (1976-2016). The task is: Predict the reactants needed to synthesize the given product. (1) Given the product [C:1]([O:4][CH2:5][C:6]([CH3:36])([CH3:35])[CH2:7][N:8]1[C:14]2[CH:15]=[CH:16][C:17]([Cl:19])=[CH:18][C:13]=2[C@@H:12]([C:20]2[CH:25]=[CH:24][CH:23]=[C:22]([O:26][CH3:27])[C:21]=2[O:28][CH3:29])[O:11][C@H:10]([CH2:30][C:31]([NH:41][C:42]2[CH:43]=[C:44]([CH:49]=[CH:50][CH:51]=2)[C:45]([O:47][CH3:48])=[O:46])=[O:32])[C:9]1=[O:34])(=[O:3])[CH3:2], predict the reactants needed to synthesize it. The reactants are: [C:1]([O:4][CH2:5][C:6]([CH3:36])([CH3:35])[CH2:7][N:8]1[C:14]2[CH:15]=[CH:16][C:17]([Cl:19])=[CH:18][C:13]=2[C@@H:12]([C:20]2[CH:25]=[CH:24][CH:23]=[C:22]([O:26][CH3:27])[C:21]=2[O:28][CH3:29])[O:11][C@H:10]([CH2:30][C:31](O)=[O:32])[C:9]1=[O:34])(=[O:3])[CH3:2].S(Cl)(Cl)=O.[NH2:41][C:42]1[CH:43]=[C:44]([CH:49]=[CH:50][CH:51]=1)[C:45]([O:47][CH3:48])=[O:46].C(N(CC)CC)C. (2) Given the product [CH3:8][C:9]([NH:14][C:15]([C:16]1[C:17]([C:18]([NH:45][C:44]2[CH:46]=[CH:47][C:48]([C:50]([F:59])([C:51]([F:53])([F:54])[F:52])[C:55]([F:56])([F:57])[F:58])=[CH:49][C:43]=2[CH3:42])=[O:19])=[CH:21][CH:22]=[CH:23][CH:24]=1)=[O:25])([CH3:13])[CH2:10][S:11]([CH3:12])=[O:35], predict the reactants needed to synthesize it. The reactants are: [OH-].[Na+].C(=O)([O-])O.[Na+].[CH3:8][C:9]([NH2:14])([CH3:13])[CH2:10][S:11][CH3:12].[C:15](Cl)(=[O:25])[C:16]1[C:17](=[CH:21][CH:22]=[CH:23][CH:24]=1)[C:18](Cl)=[O:19].[Cl-].[Na+].C1(=O)NC(=[O:35])C2=CC=CC1=C2.OO.[CH3:42][C:43]1[CH:49]=[C:48]([C:50]([F:59])([C:55]([F:58])([F:57])[F:56])[C:51]([F:54])([F:53])[F:52])[CH:47]=[CH:46][C:44]=1[NH2:45].S([O-])([O-])=O.[Na+].[Na+]. (3) Given the product [Br:1][C:2]1[C:3]([CH3:11])=[C:4]2[C:5](=[C:6]([F:8])[CH:7]=1)[C:16](=[O:17])[O:10][CH2:9]2, predict the reactants needed to synthesize it. The reactants are: [Br:1][C:2]1[C:3]([CH3:11])=[C:4]([CH2:9][OH:10])[CH:5]=[C:6]([F:8])[CH:7]=1.[Li+].[Cl-].FC(F)(F)[C:16](O)=[O:17].